Dataset: Full USPTO retrosynthesis dataset with 1.9M reactions from patents (1976-2016). Task: Predict the reactants needed to synthesize the given product. (1) Given the product [CH3:1][O:2][CH2:22][C:19]1[N:20]=[CH:21][C:16]([OH:15])=[CH:17][CH:18]=1, predict the reactants needed to synthesize it. The reactants are: [CH3:1][O-:2].[Na+].CO.C1(S([O:15][C:16]2[CH:17]=[CH:18][C:19]([CH2:22]Br)=[N:20][CH:21]=2)(=O)=O)C=CC=CC=1. (2) Given the product [CH:37]([S:69]([N:9]1[CH2:10][CH2:12][O:45][CH2:17][CH2:18]1)(=[O:71])=[O:70])=[CH2:40], predict the reactants needed to synthesize it. The reactants are: C1C2[C:10]3=[CH:12]C4C=CC(C(N)=O)=[CH:17][C:18]=4[N:9]3C=CCC=2C=CC=1.C1C2C3=CC4C=C[C:37]([C:40](O)=O)=CC=4N3C=CCC=2C=CC=1.C(Cl)(=O)C(Cl)=[O:45].CCN(P1(N(C)CCCN1C)=NC(C)(C)C)CC.CN[S:69](NC)(=[O:71])=[O:70].Cl. (3) Given the product [NH2:30][CH2:31][C:32]1[CH:37]=[CH:36][C:35]([C:2]2[CH:3]=[C:4]([CH:24]=[C:25]([O:27][CH3:28])[N:26]=2)[C:5]([NH:7][CH2:8][C@H:9]2[CH2:14][CH2:13][C@H:12]([CH2:15][NH:16][C:17](=[O:23])[O:18][C:19]([CH3:22])([CH3:21])[CH3:20])[CH2:11][CH2:10]2)=[O:6])=[CH:34][CH:33]=1, predict the reactants needed to synthesize it. The reactants are: Cl[C:2]1[CH:3]=[C:4]([CH:24]=[C:25]([O:27][CH3:28])[N:26]=1)[C:5]([NH:7][CH2:8][C@H:9]1[CH2:14][CH2:13][C@H:12]([CH2:15][NH:16][C:17](=[O:23])[O:18][C:19]([CH3:22])([CH3:21])[CH3:20])[CH2:11][CH2:10]1)=[O:6].Cl.[NH2:30][CH2:31][C:32]1[CH:37]=[CH:36][C:35](B(O)O)=[CH:34][CH:33]=1.C([O-])([O-])=O.[K+].[K+]. (4) Given the product [O:20]1[C:24]2[CH:25]=[CH:26][CH:27]=[CH:28][C:23]=2[C:22]([NH:29][C:30]([N:32]2[CH2:37][CH2:36][N:35]([C:2]3[O:6][N:5]=[C:4]([C:7]4[CH:12]=[CH:11][CH:10]=[CH:9][CH:8]=4)[N:3]=3)[CH2:34][CH2:33]2)=[O:31])=[N:21]1, predict the reactants needed to synthesize it. The reactants are: Cl[C:2]1[O:6][N:5]=[C:4]([C:7]2[CH:12]=[CH:11][CH:10]=[CH:9][CH:8]=2)[N:3]=1.FC(F)(F)C(O)=O.[O:20]1[C:24]2[CH:25]=[CH:26][CH:27]=[CH:28][C:23]=2[C:22]([NH:29][C:30]([N:32]2[CH2:37][CH2:36][NH:35][CH2:34][CH2:33]2)=[O:31])=[N:21]1.C(N(CC)CC)C.O. (5) Given the product [CH2:12]([O:1][C:2]1[CH:9]=[CH:8][C:5]([CH:6]=[O:7])=[CH:4][C:3]=1[CH3:10])[CH2:13][CH2:14][CH2:15][CH2:16][CH3:17], predict the reactants needed to synthesize it. The reactants are: [OH:1][C:2]1[CH:9]=[CH:8][C:5]([CH:6]=[O:7])=[CH:4][C:3]=1[CH3:10].Br[CH2:12][CH2:13][CH2:14][CH2:15][CH2:16][CH3:17].